This data is from Full USPTO retrosynthesis dataset with 1.9M reactions from patents (1976-2016). The task is: Predict the reactants needed to synthesize the given product. (1) Given the product [CH3:13][C:12]1[N:7]([C:4]2[CH:5]=[CH:6][N:2]([CH3:1])[N:3]=2)[C:9]([CH3:8])=[CH:10][CH:11]=1, predict the reactants needed to synthesize it. The reactants are: [CH3:1][N:2]1[CH:6]=[CH:5][C:4]([NH2:7])=[N:3]1.[CH3:8][C:9](=O)[CH2:10][CH2:11][C:12](=O)[CH3:13].CC1C=CC(S(O)(=O)=O)=CC=1.O. (2) Given the product [NH2:11][C:9]1[N:8]=[CH:7][N:6]=[C:5]2[NH:4][N:3]=[C:2]([C:15]3[CH:16]=[C:17]([OH:19])[CH:18]=[C:13]([F:12])[CH:14]=3)[C:10]=12, predict the reactants needed to synthesize it. The reactants are: I[C:2]1[C:10]2[C:5](=[N:6][CH:7]=[N:8][C:9]=2[NH2:11])[NH:4][N:3]=1.[F:12][C:13]1[CH:14]=[C:15](B(O)O)[CH:16]=[C:17]([OH:19])[CH:18]=1.[O-]P([O-])([O-])=O.[K+].[K+].[K+].